From a dataset of hERG Central: cardiac toxicity at 1µM, 10µM, and general inhibition. Predict hERG channel inhibition at various concentrations. (1) The molecule is Cc1cc(N2CCCC2)nc2ccc(NC(=S)NC(C)C)cc12. Results: hERG_inhib (hERG inhibition (general)): blocker. (2) The compound is COc1ccc(-c2nc3cc(C)ccn3c2NCC2CCCO2)cc1OC.Cl. Results: hERG_inhib (hERG inhibition (general)): blocker. (3) The drug is COc1ccc(-c2cc(C(=O)NC3CC3)c3ccccc3n2)cc1. Results: hERG_inhib (hERG inhibition (general)): blocker.